Task: Regression. Given a peptide amino acid sequence and an MHC pseudo amino acid sequence, predict their binding affinity value. This is MHC class II binding data.. Dataset: Peptide-MHC class II binding affinity with 134,281 pairs from IEDB (1) The peptide sequence is AKNMKNLVWNDELAY. The MHC is HLA-DPA10103-DPB10401 with pseudo-sequence HLA-DPA10103-DPB10401. The binding affinity (normalized) is 0.440. (2) The peptide sequence is STLQEQIGWMTNNPPIPV. The MHC is HLA-DQA10501-DQB10201 with pseudo-sequence HLA-DQA10501-DQB10201. The binding affinity (normalized) is 0.251. (3) The peptide sequence is ACPGTSVIIDGNCDGKK. The MHC is HLA-DQA10103-DQB10603 with pseudo-sequence HLA-DQA10103-DQB10603. The binding affinity (normalized) is 0.380.